From a dataset of Catalyst prediction with 721,799 reactions and 888 catalyst types from USPTO. Predict which catalyst facilitates the given reaction. (1) Reactant: [O:1]=[S:2]1(=[O:16])[CH2:7][CH2:6][CH2:5][CH2:4][N:3]1[C:8]1[CH:15]=[CH:14][CH:13]=[CH:12][C:9]=1[C:10]#[N:11].[ClH:17]. Product: [ClH:17].[O:1]=[S:2]1(=[O:16])[CH2:7][CH2:6][CH2:5][CH2:4][N:3]1[C:8]1[CH:15]=[CH:14][CH:13]=[CH:12][C:9]=1[CH2:10][NH2:11]. The catalyst class is: 29. (2) Reactant: C([O:5][C:6]([C@H:8]1[CH2:12][CH2:11][CH2:10][N:9]1[C:13](=[O:39])[CH2:14][O:15][C:16]1[CH:21]=[CH:20][C:19]([O:22][CH2:23][C:24]([N:26]2[CH2:30][CH2:29][CH2:28][C@@H:27]2[C:31]([O:33]C(C)(C)C)=[O:32])=[O:25])=[CH:18][C:17]=1[Cl:38])=[O:7])(C)(C)C. Product: [C:31]([C@H:27]1[CH2:28][CH2:29][CH2:30][N:26]1[C:24](=[O:25])[CH2:23][O:22][C:19]1[CH:20]=[CH:21][C:16]([O:15][CH2:14][C:13]([N:9]2[CH2:10][CH2:11][CH2:12][C@@H:8]2[C:6]([OH:7])=[O:5])=[O:39])=[C:17]([Cl:38])[CH:18]=1)([OH:33])=[O:32]. The catalyst class is: 55. (3) Reactant: C[Si]([N-][Si](C)(C)C)(C)C.[Na+].O1CCCC1.Cl[C:17]1[C:26]2[C:21](=[CH:22][C:23]([O:29][CH3:30])=[C:24]([O:27][CH3:28])[CH:25]=2)[N:20]=[CH:19][N:18]=1.[Cl:31][C:32]1[CH:40]=[C:39]([I:41])[C:35]2[O:36][CH2:37][O:38][C:34]=2[C:33]=1[NH2:42].[Cl-].[NH4+]. Product: [Cl:31][C:32]1[CH:40]=[C:39]([I:41])[C:35]2[O:36][CH2:37][O:38][C:34]=2[C:33]=1[NH:42][C:17]1[C:26]2[C:21](=[CH:22][C:23]([O:29][CH3:30])=[C:24]([O:27][CH3:28])[CH:25]=2)[N:20]=[CH:19][N:18]=1. The catalyst class is: 9. (4) Product: [Cl:1][C:2]1[CH:10]=[CH:9][C:8]2[N:7]([CH2:11][C:12]([O:14][CH2:26][CH:20]3[CH2:25][CH2:24][CH2:23][CH2:22][CH2:21]3)=[O:13])[C:6]3[CH2:15][CH2:16][N:17]([CH3:19])[CH2:18][C:5]=3[C:4]=2[CH:3]=1. The catalyst class is: 112. Reactant: [Cl:1][C:2]1[CH:10]=[CH:9][C:8]2[N:7]([CH2:11][C:12]([OH:14])=[O:13])[C:6]3[CH2:15][CH2:16][N:17]([CH3:19])[CH2:18][C:5]=3[C:4]=2[CH:3]=1.[CH:20]1([CH2:26]O)[CH2:25][CH2:24][CH2:23][CH2:22][CH2:21]1.C1(N=C=NC2CCCCC2)CCCCC1. (5) Reactant: C([N:8](CC1C=CC=CC=1)[C@H:9]([CH2:20][O:21][CH:22]([F:24])[F:23])[C:10]([O:12]CC1C=CC=CC=1)=[O:11])C1C=CC=CC=1. Product: [NH2:8][C@H:9]([CH2:20][O:21][CH:22]([F:24])[F:23])[C:10]([OH:12])=[O:11]. The catalyst class is: 105.